From a dataset of M1 muscarinic receptor agonist screen with 61,833 compounds. Binary Classification. Given a drug SMILES string, predict its activity (active/inactive) in a high-throughput screening assay against a specified biological target. (1) The drug is S(c1nc(N)c(c(C(C)C)c1C#N)C#N)CC(=O)c1cc2c(oc1=O)cccc2. The result is 0 (inactive). (2) The result is 0 (inactive). The drug is Fc1c(N2CCN(CC2)Cc2c(F)cccc2F)cccc1. (3) The compound is Brc1c(c2[nH]nc(SCC(=O)NC(=O)NCc3occc3)n2)cccc1. The result is 0 (inactive). (4) The drug is s1c(CNC(=O)c2nnn(CC(=O)Nc3ccc(cc3)C)c2N)ccc1. The result is 0 (inactive). (5) The molecule is o1nc(cc1c1cc(OC)c(OC)cc1)C(=O)NCc1ccccc1. The result is 0 (inactive).